From a dataset of Forward reaction prediction with 1.9M reactions from USPTO patents (1976-2016). Predict the product of the given reaction. (1) Given the reactants [N:1]1[CH:6]=[CH:5][CH:4]=[C:3]([C:7]([CH:9]=O)=O)[CH:2]=1.C(=O)(O)O.[NH2:15][NH:16][C:17]([NH2:19])=[NH:18], predict the reaction product. The product is: [N:1]1[CH:6]=[CH:5][CH:4]=[C:3]([C:7]2[N:18]=[C:17]([NH2:19])[N:16]=[N:15][CH:9]=2)[CH:2]=1. (2) The product is: [CH:26]([NH:33][C:34]([N:17]1[CH2:18][CH2:19][CH:14]([CH:7]([N:8]2[CH2:9][CH2:10][O:11][CH2:12][CH2:13]2)[C:1]2[CH:2]=[CH:3][CH:4]=[CH:5][CH:6]=2)[CH2:15][CH2:16]1)=[O:35])([C:27]1[CH:28]=[CH:29][CH:30]=[CH:31][CH:32]=1)[C:20]1[CH:25]=[CH:24][CH:23]=[CH:22][CH:21]=1. Given the reactants [C:1]1([CH:7]([CH:14]2[CH2:19][CH2:18][NH:17][CH2:16][CH2:15]2)[N:8]2[CH2:13][CH2:12][O:11][CH2:10][CH2:9]2)[CH:6]=[CH:5][CH:4]=[CH:3][CH:2]=1.[C:20]1([CH:26]([N:33]=[C:34]=[O:35])[C:27]2[CH:32]=[CH:31][CH:30]=[CH:29][CH:28]=2)[CH:25]=[CH:24][CH:23]=[CH:22][CH:21]=1, predict the reaction product. (3) Given the reactants [Li]CCCC.Br[C:7]1[CH:8]=[N:9][CH:10]=[CH:11][CH:12]=1.CON(C)[C:16]([C:18]1[S:22][CH:21]=[N:20][CH:19]=1)=[O:17], predict the reaction product. The product is: [N:9]1[CH:10]=[CH:11][CH:12]=[C:7]([C:16]([C:18]2[S:22][CH:21]=[N:20][CH:19]=2)=[O:17])[CH:8]=1. (4) Given the reactants [CH2:1]([O:3][C:4](=[O:29])[CH2:5][S:6][C:7]1[S:11][C:10]([NH:12][C:13]([N:15]([C@H:22]2[CH2:27][CH2:26][C@H:25]([CH3:28])[CH2:24][CH2:23]2)[CH:16]2[CH2:21][CH2:20][NH:19][CH2:18][CH2:17]2)=[O:14])=[N:9][CH:8]=1)[CH3:2].[CH3:30][N:31]([CH3:35])[C:32](Cl)=[O:33], predict the reaction product. The product is: [CH2:1]([O:3][C:4](=[O:29])[CH2:5][S:6][C:7]1[S:11][C:10]([NH:12][C:13]([N:15]([CH:16]2[CH2:21][CH2:20][N:19]([C:32](=[O:33])[N:31]([CH3:35])[CH3:30])[CH2:18][CH2:17]2)[C@H:22]2[CH2:23][CH2:24][C@H:25]([CH3:28])[CH2:26][CH2:27]2)=[O:14])=[N:9][CH:8]=1)[CH3:2].[CH3:30][N:31]([CH3:35])[C:32]([N:19]1[CH2:18][CH2:17][CH:16]([N:15]([C@H:22]2[CH2:23][CH2:24][C@H:25]([CH3:28])[CH2:26][CH2:27]2)[C:13](=[O:14])[NH:12][C:10]2[S:11][C:7]([S:6][CH2:5][C:4]([OH:3])=[O:29])=[CH:8][N:9]=2)[CH2:21][CH2:20]1)=[O:33].